Task: Predict the reaction yield, written as a fraction of the theoretical maximum amount of product (1.0 means a 100% yield; for example, 0.34 means a 34% yield).. Dataset: Reaction yield outcomes from USPTO patents with 853,638 reactions (1) The reactants are [CH2:1]([NH:4][C:5]1[C:9]([C:10](=[O:13])[CH:11]=[CH2:12])=[CH:8][N:7]([CH2:14][C:15]2[CH:20]=[CH:19][C:18]([O:21][CH3:22])=[CH:17][CH:16]=2)[N:6]=1)C=C. The catalyst is Cl[Ru](=CC1C=CC=CC=1)([P](C1CCCCC1)(C1CCCCC1)C1CCCCC1)([P](C1CCCCC1)(C1CCCCC1)C1CCCCC1)Cl.ClCCCl. The product is [CH3:22][O:21][C:18]1[CH:17]=[CH:16][C:15]([CH2:14][N:7]2[CH:8]=[C:9]3[C:5]([NH:4][CH2:1][CH:12]=[CH:11][C:10]3=[O:13])=[N:6]2)=[CH:20][CH:19]=1. The yield is 0.450. (2) The reactants are [Br:1][C:2]1[CH:16]=[CH:15][C:5]2[C:6]3[N:7]([CH:11]=[C:12](I)[N:13]=3)[CH2:8][CH2:9][O:10][C:4]=2[CH:3]=1.C[Si](C)(C)N[Si](C)(C)C.C[N:27]([CH:29]=[O:30])C. The catalyst is [Pd](Cl)Cl.C1(P(C2C=CC=CC=2)C2C=CC=CC=2)C=CC=CC=1.C1(P(C2C=CC=CC=2)C2C=CC=CC=2)C=CC=CC=1. The product is [Br:1][C:2]1[CH:16]=[CH:15][C:5]2[C:6]3[N:7]([CH:11]=[C:12]([C:29]([NH2:27])=[O:30])[N:13]=3)[CH2:8][CH2:9][O:10][C:4]=2[CH:3]=1. The yield is 0.620. (3) The reactants are [CH2:1]([C@H:3]1[C:11]2[C:6](=[CH:7][C:8]([C:12]([NH:14][C@H:15]([C:18]3[CH:23]=[CH:22][C:21]([S:24]([CH2:27][CH3:28])(=[O:26])=[O:25])=[CH:20][N:19]=3)[CH2:16][OH:17])=[O:13])=[CH:9][CH:10]=2)[CH2:5][NH:4]1)[CH3:2].[F:29][C:30]([F:40])([F:39])[C@H:31]1[CH2:36][CH2:35][C@H:34]([CH:37]=O)[CH2:33][CH2:32]1.[BH3-]C#N.[Na+].CC(O)=O. The catalyst is CO. The product is [CH2:1]([C@H:3]1[C:11]2[C:6](=[CH:7][C:8]([C:12]([NH:14][C@H:15]([C:18]3[CH:23]=[CH:22][C:21]([S:24]([CH2:27][CH3:28])(=[O:25])=[O:26])=[CH:20][N:19]=3)[CH2:16][OH:17])=[O:13])=[CH:9][CH:10]=2)[CH2:5][N:4]1[CH2:37][C@H:34]1[CH2:33][CH2:32][C@H:31]([C:30]([F:29])([F:39])[F:40])[CH2:36][CH2:35]1)[CH3:2]. The yield is 0.360. (4) The reactants are C([O:8][C:9]1[C:10]([C:30]([NH:32][CH2:33][C:34]([O:36][CH2:37][CH3:38])=[O:35])=[O:31])=[N:11][C:12]([CH2:16][CH:17]2[CH2:22][CH2:21][N:20]([C:23]3[CH:28]=[CH:27][CH:26]=[CH:25][C:24]=3[Cl:29])[CH2:19][CH2:18]2)=[N:13][C:14]=1[CH3:15])C1C=CC=CC=1.FC(F)(F)C(O)=O. The catalyst is C(Cl)Cl. The product is [Cl:29][C:24]1[CH:25]=[CH:26][CH:27]=[CH:28][C:23]=1[N:20]1[CH2:21][CH2:22][CH:17]([CH2:16][C:12]2[N:11]=[C:10]([C:30]([NH:32][CH2:33][C:34]([O:36][CH2:37][CH3:38])=[O:35])=[O:31])[C:9]([OH:8])=[C:14]([CH3:15])[N:13]=2)[CH2:18][CH2:19]1. The yield is 0.840. (5) The reactants are [C:1]([C:3]1[CH:4]=[C:5]2[C:10](=[CH:11][C:12]=1[O:13][CH2:14][CH2:15][O:16][CH3:17])[N:9]=[CH:8][CH:7]=[C:6]2[O:18][C:19]1[CH:24]=[CH:23][C:22]([NH:25][C:26](=O)[O:27]C2C=CC=CC=2)=[CH:21][CH:20]=1)#[N:2].[NH2:35][C:36]1[CH:41]=[CH:40][CH:39]=[CH:38][N:37]=1.C(OCC)(=O)C.O. The catalyst is CS(C)=O. The product is [C:1]([C:3]1[CH:4]=[C:5]2[C:10](=[CH:11][C:12]=1[O:13][CH2:14][CH2:15][O:16][CH3:17])[N:9]=[CH:8][CH:7]=[C:6]2[O:18][C:19]1[CH:24]=[CH:23][C:22]([NH:25][C:26]([NH:35][C:36]2[CH:41]=[CH:40][CH:39]=[CH:38][N:37]=2)=[O:27])=[CH:21][CH:20]=1)#[N:2]. The yield is 0.827. (6) The product is [Br:1][C:2]1[C:10]2=[N:9][S:8][N:7]=[C:6]2[C:12]([C:13]([OH:15])=[O:14])=[CH:4][CH:3]=1. The catalyst is OS(O)(=O)=O.[O-2].[Cr+6].[O-2].[O-2]. The yield is 0.300. The reactants are [Br:1][C:2]1[C:10]2[C:6](=[N:7][S:8][N:9]=2)C(C)=[CH:4][CH:3]=1.[CH3:12][C:13]([OH:15])=[O:14]. (7) The reactants are Cl[C:2]1[N:11]=[CH:10][C:9]2[N:8]([CH3:12])[C:7](=[O:13])[C@@H:6]([CH2:14][CH3:15])[N:5]([CH:16]3[CH2:20][CH2:19][CH2:18][CH2:17]3)[C:4]=2[N:3]=1.[NH2:21][C:22]1[CH:23]=[CH:24][C:25]([C:31]([O:33][CH3:34])=[O:32])=[C:26]2[C:30]=1[O:29][CH2:28][CH2:27]2.C1(C)C=CC(S(O)(=O)=O)=CC=1.C(=O)(O)[O-].[Na+]. The product is [CH:16]1([N:5]2[C:4]3[N:3]=[C:2]([NH:21][C:22]4[CH:23]=[CH:24][C:25]([C:31]([O:33][CH3:34])=[O:32])=[C:26]5[C:30]=4[O:29][CH2:28][CH2:27]5)[N:11]=[CH:10][C:9]=3[N:8]([CH3:12])[C:7](=[O:13])[C@H:6]2[CH2:14][CH3:15])[CH2:20][CH2:19][CH2:18][CH2:17]1. The catalyst is CC(C)CC(O)C. The yield is 0.740. (8) The reactants are C1(S([N:10]2[C:14]3=[N:15][CH:16]=[C:17]([F:19])[CH:18]=[C:13]3[CH:12]=[C:11]2[C:20]([C:25]2[CH:30]=[CH:29][C:28]([S:31]([CH2:34][CH2:35][O:36][CH3:37])(=[O:33])=[O:32])=[CH:27][CH:26]=2)=[CH:21][CH:22]([CH3:24])[CH3:23])(=O)=O)C=CC=CC=1.[OH-].[Na+].[CH2:40](O)C. The yield is 0.340. The catalyst is O1CCCC1.ClCCl. The product is [CH2:37]([O:36][CH2:35][CH2:34][S:31]([C:28]1[CH:29]=[CH:30][C:25]([C:20]([C:11]2[NH:10][C:14]3=[N:15][CH:16]=[C:17]([F:19])[CH:18]=[C:13]3[CH:12]=2)=[CH:21][CH:22]([CH3:23])[CH3:24])=[CH:26][CH:27]=1)(=[O:33])=[O:32])[CH3:40]. (9) The reactants are C([N:8](CC1C=CC=CC=1)[C@H:9]1[CH2:14][CH2:13][C@@H:12]([CH2:15][O:16][CH2:17][CH2:18][CH:19]2[CH2:24][CH2:23][CH2:22][CH2:21][NH:20]2)[CH2:11][CH2:10]1)C1C=CC=CC=1. The catalyst is C(O)C.[OH-].[Pd+2].[OH-]. The product is [NH:20]1[CH2:21][CH2:22][CH2:23][CH2:24][CH:19]1[CH2:18][CH2:17][O:16][CH2:15][C@@H:12]1[CH2:11][CH2:10][C@H:9]([NH2:8])[CH2:14][CH2:13]1. The yield is 1.00. (10) The reactants are [F:1][C:2]1[CH:7]=[CH:6][C:5](B(O)O)=[CH:4][CH:3]=1.Br[C:12]1[S:20][C:19]2[CH2:18][CH2:17][NH:16][C:15](=[O:21])[C:14]=2[CH:13]=1.C([O-])([O-])=O.[Na+].[Na+].C(OC(=O)C)C. The catalyst is C1(C)C=CC=CC=1.O.CCCCCC.C1C=CC([P]([Pd]([P](C2C=CC=CC=2)(C2C=CC=CC=2)C2C=CC=CC=2)([P](C2C=CC=CC=2)(C2C=CC=CC=2)C2C=CC=CC=2)[P](C2C=CC=CC=2)(C2C=CC=CC=2)C2C=CC=CC=2)(C2C=CC=CC=2)C2C=CC=CC=2)=CC=1. The product is [F:1][C:2]1[CH:7]=[CH:6][C:5]([C:12]2[S:20][C:19]3[CH2:18][CH2:17][NH:16][C:15](=[O:21])[C:14]=3[CH:13]=2)=[CH:4][CH:3]=1. The yield is 0.880.